This data is from Reaction yield outcomes from USPTO patents with 853,638 reactions. The task is: Predict the reaction yield, written as a fraction of the theoretical maximum amount of product (1.0 means a 100% yield; for example, 0.34 means a 34% yield). (1) The reactants are [N:1]1[CH:6]=[CH:5][CH:4]=[C:3]([CH:7]2[NH:19][C:17]3[C:18]4[C:9](=[N:10][NH:11][C:12](=[O:20])[C:13]=4[CH:14]=[CH:15][CH:16]=3)[CH:8]2[C:21]2[CH:22]=[N:23][CH:24]=[CH:25][CH:26]=2)[CH:2]=1. The catalyst is CO.[Pt](=O)=O. The product is [NH:23]1[CH2:24][CH2:25][CH2:26][CH:21]([CH:8]2[C:9]3=[N:10][NH:11][C:12](=[O:20])[C:13]4[CH:14]=[CH:15][CH:16]=[C:17]([C:18]=43)[NH:19][CH:7]2[C:3]2[CH:2]=[N:1][CH:6]=[CH:5][CH:4]=2)[CH2:22]1. The yield is 0.0400. (2) The reactants are [Br:1][C:2]1[CH:7]=[CH:6][C:5]([Cl:8])=[CH:4][C:3]=1[OH:9].[C:10](=O)([O-])[O-].[K+].[K+].CI.CN(C)C=O. The catalyst is [N+](CCCC)(CCCC)(CCCC)CCCC.[I-].O. The product is [Br:1][C:2]1[CH:7]=[CH:6][C:5]([Cl:8])=[CH:4][C:3]=1[O:9][CH3:10]. The yield is 0.970. (3) The reactants are Br[C:2]1[CH:18]=[CH:17][C:5]2[S:6][C:7]([C:10]3[CH:15]=[CH:14][N:13]=[C:12]([NH2:16])[N:11]=3)=[C:8]([CH3:9])[C:4]=2[CH:3]=1.[C:19]1(B(O)O)[CH:24]=[CH:23][CH:22]=[CH:21][CH:20]=1.C([O-])([O-])=O.[Na+].[Na+].C1COCC1. The catalyst is Cl[Pd](Cl)([P](C1C=CC=CC=1)(C1C=CC=CC=1)C1C=CC=CC=1)[P](C1C=CC=CC=1)(C1C=CC=CC=1)C1C=CC=CC=1.O. The product is [CH3:9][C:8]1[C:4]2[CH:3]=[C:2]([C:19]3[CH:24]=[CH:23][CH:22]=[CH:21][CH:20]=3)[CH:18]=[CH:17][C:5]=2[S:6][C:7]=1[C:10]1[CH:15]=[CH:14][N:13]=[C:12]([NH2:16])[N:11]=1. The yield is 0.410. (4) The reactants are Br[C:2]1[S:6][C:5]([NH:7][C:8](=[O:14])[O:9][C:10]([CH3:13])([CH3:12])[CH3:11])=[C:4]([C:15]([N:17]2[CH2:22][CH2:21][CH:20]([N:23]3[CH2:28][CH2:27][CH2:26][C@@H:25]([C:29]([N:31]4[CH2:36][CH2:35][O:34][CH2:33][CH2:32]4)=[O:30])[CH2:24]3)[CH2:19][CH2:18]2)=[O:16])[CH:3]=1.[F:37][C:38]([F:49])([F:48])[C:39]1[CH:44]=[CH:43][C:42](B(O)O)=[CH:41][CH:40]=1.C(=O)([O-])[O-].[Na+].[Na+]. The catalyst is CN(C)C=O.C(OCC)(=O)C.C1C=CC(P(C2C=CC=CC=2)[C-]2C=CC=C2)=CC=1.C1C=CC(P(C2C=CC=CC=2)[C-]2C=CC=C2)=CC=1.Cl[Pd]Cl.[Fe+2]. The product is [N:31]1([C:29]([C@@H:25]2[CH2:26][CH2:27][CH2:28][N:23]([CH:20]3[CH2:21][CH2:22][N:17]([C:15]([C:4]4[CH:3]=[C:2]([C:42]5[CH:43]=[CH:44][C:39]([C:38]([F:49])([F:48])[F:37])=[CH:40][CH:41]=5)[S:6][C:5]=4[NH:7][C:8](=[O:14])[O:9][C:10]([CH3:13])([CH3:12])[CH3:11])=[O:16])[CH2:18][CH2:19]3)[CH2:24]2)=[O:30])[CH2:36][CH2:35][O:34][CH2:33][CH2:32]1. The yield is 0.310. (5) The reactants are [CH3:1][O:2][C:3]1[CH:4]=[C:5]([C:12]2[CH2:17][N:16](CC=C)[CH2:15][CH2:14][CH:13]=2)[CH:6]=[CH:7][C:8]=1[N+:9]([O-:11])=[O:10]. The catalyst is C1C=CC([P]([Pd]([P](C2C=CC=CC=2)(C2C=CC=CC=2)C2C=CC=CC=2)([P](C2C=CC=CC=2)(C2C=CC=CC=2)C2C=CC=CC=2)[P](C2C=CC=CC=2)(C2C=CC=CC=2)C2C=CC=CC=2)(C2C=CC=CC=2)C2C=CC=CC=2)=CC=1.C([O-])([O-])=O.[Na+].[Na+]. The product is [CH3:1][O:2][C:3]1[CH:4]=[C:5]([C:12]2[CH2:17][NH:16][CH2:15][CH2:14][CH:13]=2)[CH:6]=[CH:7][C:8]=1[N+:9]([O-:11])=[O:10]. The yield is 0.700. (6) The reactants are [CH2:1]([C:3]1[N:8]([CH2:9][C:10](=[O:17])[C:11]2[CH:16]=[CH:15][CH:14]=[CH:13][CH:12]=2)[C:7](=[O:18])[C:6]2[C:19]([N:36](CC)[C:37](=O)[C:38](F)(F)F)=[C:20]([C:23]([NH:25][CH:26]3[CH2:31][CH2:30][N:29]([C:32](=[O:35])[CH2:33][OH:34])[CH2:28][CH2:27]3)=[O:24])[N:21]([CH3:22])[C:5]=2[CH:4]=1)[CH3:2].C(=O)([O-])[O-].[K+].[K+].O. The catalyst is CO. The product is [CH2:1]([C:3]1[N:8]([CH2:9][C:10](=[O:17])[C:11]2[CH:16]=[CH:15][CH:14]=[CH:13][CH:12]=2)[C:7](=[O:18])[C:6]2[C:19]([NH:36][CH2:37][CH3:38])=[C:20]([C:23]([NH:25][CH:26]3[CH2:31][CH2:30][N:29]([C:32](=[O:35])[CH2:33][OH:34])[CH2:28][CH2:27]3)=[O:24])[N:21]([CH3:22])[C:5]=2[CH:4]=1)[CH3:2]. The yield is 0.650.